This data is from Full USPTO retrosynthesis dataset with 1.9M reactions from patents (1976-2016). The task is: Predict the reactants needed to synthesize the given product. (1) Given the product [F:1][C:2]1[C:10]2[O:9][C:8]([C:11]3[C:20]4[C:15](=[CH:16][CH:17]=[CH:18][CH:19]=4)[CH:14]=[CH:13][N:12]=3)=[N:7][C:6]=2[CH:5]=[CH:4][C:3]=1[CH2:21][C:22]([OH:24])=[O:23], predict the reactants needed to synthesize it. The reactants are: [F:1][C:2]1[C:10]2[O:9][C:8]([C:11]3[C:20]4[C:15](=[CH:16][CH:17]=[CH:18][CH:19]=4)[CH:14]=[CH:13][N:12]=3)=[N:7][C:6]=2[CH:5]=[CH:4][C:3]=1[CH2:21][C:22]([O:24]C)=[O:23].[OH-].[Na+]. (2) Given the product [Cl:1][C:2]1[N:3]=[C:4]([N:11]2[CH2:16][CH2:15][O:14][CH2:13][CH2:12]2)[C:5]2[S:10][C:9]([CH:28]([C:27]3[CH:30]=[CH:31][C:24]([S:23][CH3:22])=[CH:25][CH:26]=3)[OH:29])=[CH:8][C:6]=2[N:7]=1, predict the reactants needed to synthesize it. The reactants are: [Cl:1][C:2]1[N:3]=[C:4]([N:11]2[CH2:16][CH2:15][O:14][CH2:13][CH2:12]2)[C:5]2[S:10][CH:9]=[CH:8][C:6]=2[N:7]=1.C([Li])CCC.[CH3:22][S:23][C:24]1[CH:31]=[CH:30][C:27]([CH:28]=[O:29])=[CH:26][CH:25]=1.O. (3) Given the product [CH3:17][C:16]1[N:15]=[CH:14][N:13]2[CH2:7][CH2:8][CH2:9][C:10](=[O:11])[C:12]=12, predict the reactants needed to synthesize it. The reactants are: CS(Cl)(=O)=O.O[CH2:7][CH2:8][CH2:9][C:10]([C:12]1[N:13]=[CH:14][N:15](C(C2C=CC=CC=2)(C2C=CC=CC=2)C2C=CC=CC=2)[C:16]=1[CH3:17])=[O:11].C(N(CC)CC)C.O. (4) Given the product [CH2:1]([O:8][C:9]1[CH:18]=[CH:17][CH:16]=[C:15]2[C:10]=1[CH2:11][CH2:12][CH2:13][CH:14]2[C:19]([N:21]([C:22]1[CH:23]=[CH:24][C:25]([O:28][CH3:29])=[CH:26][CH:27]=1)[CH2:31][C:32]1[N:33]=[C:34]([CH3:37])[S:35][CH:36]=1)=[O:20])[C:2]1[CH:7]=[CH:6][CH:5]=[CH:4][CH:3]=1, predict the reactants needed to synthesize it. The reactants are: [CH2:1]([O:8][C:9]1[CH:18]=[CH:17][CH:16]=[C:15]2[C:10]=1[CH2:11][CH2:12][CH2:13][CH:14]2[C:19]([NH:21][C:22]1[CH:27]=[CH:26][C:25]([O:28][CH3:29])=[CH:24][CH:23]=1)=[O:20])[C:2]1[CH:7]=[CH:6][CH:5]=[CH:4][CH:3]=1.Cl[CH2:31][C:32]1[N:33]=[C:34]([CH3:37])[S:35][CH:36]=1. (5) The reactants are: [C:1]([O:5][C:6]([N:8]([CH2:34][C@H:35]([OH:42])[C:36]1[CH:37]=[N:38][CH:39]=[CH:40][CH:41]=1)[CH2:9][CH2:10][C:11]1[CH:16]=[CH:15][C:14]([C:17]2[CH:22]=[CH:21][C:20]([C:23]([O:25][CH3:26])=[O:24])=[C:19]([O:27][CH:28]3[CH2:33][CH2:32][CH2:31][CH2:30][CH2:29]3)[CH:18]=2)=[CH:13][CH:12]=1)=[O:7])([CH3:4])([CH3:3])[CH3:2].N1C=CN=C1.[C:48]([Si:52]([CH3:55])([CH3:54])Cl)([CH3:51])([CH3:50])[CH3:49].Cl. Given the product [C:1]([O:5][C:6]([N:8]([CH2:34][C@H:35]([O:42][Si:52]([C:48]([CH3:51])([CH3:50])[CH3:49])([CH3:55])[CH3:54])[C:36]1[CH:37]=[N:38][CH:39]=[CH:40][CH:41]=1)[CH2:9][CH2:10][C:11]1[CH:12]=[CH:13][C:14]([C:17]2[CH:22]=[CH:21][C:20]([C:23]([O:25][CH3:26])=[O:24])=[C:19]([O:27][CH:28]3[CH2:33][CH2:32][CH2:31][CH2:30][CH2:29]3)[CH:18]=2)=[CH:15][CH:16]=1)=[O:7])([CH3:4])([CH3:2])[CH3:3], predict the reactants needed to synthesize it. (6) Given the product [C:18]1([N:9]2[C:8]3[C:3](=[O:2])[NH:4][CH:5]=[CH:6][C:7]=3[C:11]([C:12]3[CH:13]=[CH:14][CH:15]=[CH:16][CH:17]=3)=[N:10]2)[CH:23]=[CH:22][CH:21]=[CH:20][CH:19]=1, predict the reactants needed to synthesize it. The reactants are: C[O:2][C:3]1[N:4]=[CH:5][CH:6]=[C:7]2[C:11]([C:12]3[CH:17]=[CH:16][CH:15]=[CH:14][CH:13]=3)=[N:10][N:9]([C:18]3[CH:23]=[CH:22][CH:21]=[CH:20][CH:19]=3)[C:8]=12.[I-].[Na+].Cl[Si](C)(C)C. (7) Given the product [CH:39]1[C:48]2[C:43](=[C:44]([NH:49][C:31]([N:13]3[C@@H:14]4[CH2:18][N:17]([CH2:16][CH2:15]4)[C:11]4[CH:10]=[CH:9][C:8]([C:5]5[CH:6]=[N:7][C:2]([CH3:1])=[CH:3][CH:4]=5)=[N:19][C:12]3=4)=[O:37])[CH:45]=[CH:46][CH:47]=2)[CH:42]=[CH:41][N:40]=1, predict the reactants needed to synthesize it. The reactants are: [CH3:1][C:2]1[N:7]=[CH:6][C:5]([C:8]2[CH:9]=[CH:10][C:11]3[N:17]4[CH2:18][C@H:14]([CH2:15][CH2:16]4)[NH:13][C:12]=3[N:19]=2)=[CH:4][CH:3]=1.C(N(CC)CC)C.ClC(Cl)(O[C:31](=[O:37])OC(Cl)(Cl)Cl)Cl.[CH:39]1[C:48]2[CH:47]=[CH:46][CH:45]=[C:44]([NH2:49])[C:43]=2[CH:42]=[CH:41][N:40]=1. (8) Given the product [NH2:17][C@@H:14]1[CH2:15][CH2:16][C@H:11]([N:8]2[C:9](=[O:10])[C:4]3[CH:3]=[C:2]([F:1])[CH:40]=[N:39][C:5]=3[N:6]([C:26]3[CH:27]=[C:28]([C:32]4[CH:33]=[CH:34][C:35]([CH3:38])=[CH:36][CH:37]=4)[CH:29]=[CH:30][CH:31]=3)[C:7]2=[O:25])[CH2:12][CH2:13]1, predict the reactants needed to synthesize it. The reactants are: [F:1][C:2]1[CH:40]=[N:39][C:5]2[N:6]([C:26]3[CH:27]=[C:28]([C:32]4[CH:37]=[CH:36][C:35]([CH3:38])=[CH:34][CH:33]=4)[CH:29]=[CH:30][CH:31]=3)[C:7](=[O:25])[N:8]([C@@H:11]3[CH2:16][CH2:15][C@H:14]([NH:17]C(=O)OC(C)(C)C)[CH2:13][CH2:12]3)[C:9](=[O:10])[C:4]=2[CH:3]=1.O1CCOCC1. (9) Given the product [CH3:1][Si:2]([CH3:17])([CH3:18])[C:3]1[CH:11]=[C:10]2[C:6]([CH:7]=[C:8]([C:12]([O:14][CH2:15][CH3:16])=[O:13])[N:9]2[CH2:19][C:20]2[CH:25]=[CH:24][CH:23]=[C:22]([CH3:26])[CH:21]=2)=[CH:5][CH:4]=1, predict the reactants needed to synthesize it. The reactants are: [CH3:1][Si:2]([CH3:18])([CH3:17])[C:3]1[CH:11]=[C:10]2[C:6]([CH:7]=[C:8]([C:12]([O:14][CH2:15][CH3:16])=[O:13])[NH:9]2)=[CH:5][CH:4]=1.[CH3:19][C:20]1[CH:21]=[C:22]([CH2:26]O)[CH:23]=[CH:24][CH:25]=1.C(C=P(CCCC)(CCCC)CCCC)#N. (10) Given the product [F:36][C:34]([C:32]1[N:31]=[N:30][C:29]([O:38][CH3:39])=[C:28]([CH2:27][OH:26])[CH:33]=1)([F:37])[CH3:35], predict the reactants needed to synthesize it. The reactants are: C(OCC(O)=O)(C)(C)C.FC(C1N=NC(OC)=CC=1)(F)C.C([O:26][CH2:27][C:28]1[CH:33]=[C:32]([C:34]([F:37])([F:36])[CH3:35])[N:31]=[N:30][C:29]=1[O:38][CH3:39])(C)(C)C.